This data is from Forward reaction prediction with 1.9M reactions from USPTO patents (1976-2016). The task is: Predict the product of the given reaction. (1) Given the reactants [OH-:1].[Na+:2].[CH3:3][C:4]1([CH3:9])[O:7][C:6](=[O:8])[CH2:5]1, predict the reaction product. The product is: [OH:7][C:4]([CH3:9])([CH3:3])[CH2:5][C:6]([O-:1])=[O:8].[Na+:2]. (2) The product is: [NH2:21][C:17]1[CH:16]=[C:15]([Cl:24])[C:14]([O:13][CH2:6][C:7]2[CH:12]=[CH:11][CH:10]=[CH:9][CH:8]=2)=[CH:19][C:18]=1[OH:20]. Given the reactants O.O.Cl[Sn]Cl.[CH2:6]([O:13][C:14]1[C:15]([Cl:24])=[CH:16][C:17]([N+:21]([O-])=O)=[C:18]([OH:20])[CH:19]=1)[C:7]1[CH:12]=[CH:11][CH:10]=[CH:9][CH:8]=1, predict the reaction product. (3) Given the reactants [C:1]1([C:7]2[N:12]=[C:11]([OH:13])[CH:10]=[C:9]([C:14]3[CH:19]=[CH:18][CH:17]=[CH:16][CH:15]=3)[N:8]=2)[CH:6]=[CH:5][CH:4]=[CH:3][CH:2]=1.Br[CH2:21][C:22]1[CH:31]=[CH:30][C:25]([C:26]([O:28]C)=[O:27])=[CH:24][CH:23]=1, predict the reaction product. The product is: [C:1]1([C:7]2[N:12]=[C:11]([O:13][CH2:21][C:22]3[CH:31]=[CH:30][C:25]([C:26]([OH:28])=[O:27])=[CH:24][CH:23]=3)[CH:10]=[C:9]([C:14]3[CH:15]=[CH:16][CH:17]=[CH:18][CH:19]=3)[N:8]=2)[CH:6]=[CH:5][CH:4]=[CH:3][CH:2]=1. (4) Given the reactants [CH3:1][S:2]([C:5]1[CH:13]=[CH:12][C:8]([C:9]([OH:11])=O)=[CH:7][C:6]=1[S:14]([N:17]1[CH2:22][CH2:21][O:20][CH2:19][CH2:18]1)(=[O:16])=[O:15])(=[O:4])=[O:3].[CH2:23]([C:36]1[CH:41]=[CH:40][C:39]([NH2:42])=[CH:38][C:37]=1[S:43]([OH:46])(=[O:45])=[O:44])[CH2:24][C:25]1[CH:30]=[CH:29][C:28]([NH2:31])=[CH:27][C:26]=1[S:32]([OH:35])(=[O:34])=[O:33], predict the reaction product. The product is: [CH:23](/[C:36]1[CH:41]=[CH:40][C:39]([NH:42][C:9](=[O:11])[C:8]2[CH:12]=[CH:13][C:5]([S:2]([CH3:1])(=[O:3])=[O:4])=[C:6]([S:14]([N:17]3[CH2:18][CH2:19][O:20][CH2:21][CH2:22]3)(=[O:16])=[O:15])[CH:7]=2)=[CH:38][C:37]=1[S:43]([OH:46])(=[O:44])=[O:45])=[CH:24]\[C:25]1[CH:30]=[CH:29][C:28]([NH:31][C:9](=[O:11])[C:8]2[CH:12]=[CH:13][C:5]([S:2]([CH3:1])(=[O:3])=[O:4])=[C:6]([S:14]([N:17]3[CH2:22][CH2:21][O:20][CH2:19][CH2:18]3)(=[O:16])=[O:15])[CH:7]=2)=[CH:27][C:26]=1[S:32]([OH:35])(=[O:33])=[O:34]. (5) Given the reactants C1([C:7]2[CH:8]=[CH:9][C:10]3[N:11]([C:26]4[CH:27]=[C:28](Br)[CH:29]=[CH:30][CH:31]=4)[C:12]4[C:17]([C:18]=3[CH:19]=2)=[CH:16][C:15]([C:20]2[CH:25]=[CH:24][CH:23]=[CH:22][CH:21]=2)=[CH:14][CH:13]=4)C=CC=CC=1.[NH2:33][C:34]1[CH:35]=[C:36]([C:42]#[N:43])[CH:37]=[C:38]([CH:41]=1)[C:39]#[N:40].[C:44](O[Na])([CH3:47])([CH3:46])C, predict the reaction product. The product is: [C:42]([C:36]1[CH:35]=[C:34]([N:33]([C:8]2[CH:7]=[CH:19][CH:18]=[C:10]([N:11]3[C:12]4[CH:13]=[CH:14][C:15]([C:20]5[CH:25]=[CH:24][CH:23]=[CH:22][CH:21]=5)=[CH:16][C:17]=4[C:27]4[C:26]3=[CH:31][CH:30]=[C:29]([C:46]3[CH:44]=[CH:47][CH:17]=[CH:12][CH:13]=3)[CH:28]=4)[CH:9]=2)[C:7]2[CH:8]=[CH:9][CH:10]=[CH:18][CH:19]=2)[CH:41]=[C:38]([C:39]#[N:40])[CH:37]=1)#[N:43].